From a dataset of Catalyst prediction with 721,799 reactions and 888 catalyst types from USPTO. Predict which catalyst facilitates the given reaction. Reactant: [NH2:1][C:2]1[C:3]([F:13])=[CH:4][C:5]([Cl:12])=[C:6]([CH:11]=1)[C:7]([O:9][CH3:10])=[O:8].N1C=CC=CC=1.[CH3:20][S:21](Cl)(=[O:23])=[O:22]. The catalyst class is: 2. Product: [Cl:12][C:5]1[CH:4]=[C:3]([F:13])[C:2]([NH:1][S:21]([CH3:20])(=[O:23])=[O:22])=[CH:11][C:6]=1[C:7]([O:9][CH3:10])=[O:8].